From a dataset of Peptide-MHC class I binding affinity with 185,985 pairs from IEDB/IMGT. Regression. Given a peptide amino acid sequence and an MHC pseudo amino acid sequence, predict their binding affinity value. This is MHC class I binding data. (1) The MHC is Mamu-A11 with pseudo-sequence Mamu-A11. The peptide sequence is FPYSTFPII. The binding affinity (normalized) is 0.289. (2) The peptide sequence is WMMAMRYPI. The MHC is HLA-C06:02 with pseudo-sequence HLA-C06:02. The binding affinity (normalized) is 0.0847.